This data is from Forward reaction prediction with 1.9M reactions from USPTO patents (1976-2016). The task is: Predict the product of the given reaction. (1) Given the reactants [NH2:1][C:2]1[S:3][C:4]([C:8](=O)[CH2:9]Br)=[C:5]([CH3:7])[N:6]=1.[CH2:12]([O:14][C:15]1[CH:23]=[CH:22][C:18]([C:19]([NH2:21])=[O:20])=[CH:17][C:16]=1[NH:24][C:25]([NH2:27])=[S:26])[CH3:13], predict the reaction product. The product is: [NH2:1][C:2]1[S:3][C:4]([C:8]2[N:27]=[C:25]([NH:24][C:16]3[CH:17]=[C:18]([CH:22]=[CH:23][C:15]=3[O:14][CH2:12][CH3:13])[C:19]([NH2:21])=[O:20])[S:26][CH:9]=2)=[C:5]([CH3:7])[N:6]=1. (2) Given the reactants C[O:2][C:3](=[O:24])[C:4]1[CH:9]=[CH:8][C:7]([CH2:10][N:11]([CH2:13][CH2:14][CH2:15][CH2:16][N:17]([CH2:21][CH2:22][CH3:23])[CH2:18][CH2:19][CH3:20])[CH3:12])=[CH:6][CH:5]=1.[OH-].[Na+].Cl, predict the reaction product. The product is: [CH2:21]([N:17]([CH2:18][CH2:19][CH3:20])[CH2:16][CH2:15][CH2:14][CH2:13][N:11]([CH2:10][C:7]1[CH:6]=[CH:5][C:4]([C:3]([OH:24])=[O:2])=[CH:9][CH:8]=1)[CH3:12])[CH2:22][CH3:23]. (3) Given the reactants Br[C:2]1[C:7]([CH:8]([CH3:10])[CH3:9])=[C:6]([O:11][CH3:12])[N:5]=[C:4]([CH3:13])[C:3]=1[CH2:14][CH:15]1[CH2:17][CH2:16]1.C([Li])CCC.[CH3:23][O:24][C:25](=[O:36])[C:26]1[CH:31]=[C:30]([CH:32]=[O:33])[CH:29]=[C:28]([C:34]#[N:35])[CH:27]=1.[NH4+].[Cl-], predict the reaction product. The product is: [CH3:23][O:24][C:25](=[O:36])[C:26]1[CH:31]=[C:30]([CH:32]([C:2]2[C:7]([CH:8]([CH3:10])[CH3:9])=[C:6]([O:11][CH3:12])[N:5]=[C:4]([CH3:13])[C:3]=2[CH2:14][CH:15]2[CH2:17][CH2:16]2)[OH:33])[CH:29]=[C:28]([C:34]#[N:35])[CH:27]=1.